Dataset: Full USPTO retrosynthesis dataset with 1.9M reactions from patents (1976-2016). Task: Predict the reactants needed to synthesize the given product. (1) The reactants are: C([O:8][NH:9]C(C1N=CC2N(CC3C=CC(F)=CC=3)C=NC=2C=1)=O)C1C=CC=CC=1.[F:29][C:30]1[CH:53]=[C:52]([F:54])[CH:51]=[CH:50][C:31]=1[CH2:32][N:33]1[C:37]2=[CH:38][N:39]=[C:40]([C:42]([OH:44])=O)[CH:41]=[C:36]2[CH:35]=[C:34]1[C:45]([O:47][CH2:48][CH3:49])=[O:46]. Given the product [F:29][C:30]1[CH:53]=[C:52]([F:54])[CH:51]=[CH:50][C:31]=1[CH2:32][N:33]1[C:37]2=[CH:38][N:39]=[C:40]([C:42](=[O:44])[NH:9][OH:8])[CH:41]=[C:36]2[CH:35]=[C:34]1[C:45]([O:47][CH2:48][CH3:49])=[O:46], predict the reactants needed to synthesize it. (2) The reactants are: CO[C:3]1[CH2:4][CH2:5][CH2:6][N:7]=1.[O:8]=[C:9]([C:16]1[CH:21]=[C:20]([F:22])[C:19]([F:23])=[CH:18][C:17]=1[F:24])[CH2:10][C:11]([O:13][CH2:14][CH3:15])=[O:12]. Given the product [O:8]=[C:9]([C:16]1[CH:21]=[C:20]([F:22])[C:19]([F:23])=[CH:18][C:17]=1[F:24])[C:10](=[C:3]1[CH2:4][CH2:5][CH2:6][NH:7]1)[C:11]([O:13][CH2:14][CH3:15])=[O:12], predict the reactants needed to synthesize it. (3) Given the product [ClH:1].[Cl:1][C:2]1[CH:9]=[C:8]([NH:12][NH2:13])[CH:7]=[CH:6][C:3]=1[C:4]#[N:5], predict the reactants needed to synthesize it. The reactants are: [Cl:1][C:2]1[CH:9]=[C:8](F)[CH:7]=[CH:6][C:3]=1[C:4]#[N:5].O.[NH2:12][NH2:13].O.